The task is: Predict the reaction yield, written as a fraction of the theoretical maximum amount of product (1.0 means a 100% yield; for example, 0.34 means a 34% yield).. This data is from Reaction yield outcomes from USPTO patents with 853,638 reactions. (1) The reactants are Cl[C:2]1[CH:7]=[CH:6][N:5]=[C:4]2[C:8]([C:11](=[O:29])[C:12]([N:14]3[CH2:19][CH2:18][C:17](=[C:20]([C:23]4[CH:28]=[CH:27][CH:26]=[CH:25][CH:24]=4)[C:21]#[N:22])[CH2:16][CH2:15]3)=[O:13])=[CH:9][NH:10][C:3]=12.C([Sn](CCCC)(CCCC)[C:35]1[O:36][CH:37]=[CH:38][N:39]=1)CCC.O1CCOCC1. The catalyst is CO.C1C=CC([P]([Pd]([P](C2C=CC=CC=2)(C2C=CC=CC=2)C2C=CC=CC=2)([P](C2C=CC=CC=2)(C2C=CC=CC=2)C2C=CC=CC=2)[P](C2C=CC=CC=2)(C2C=CC=CC=2)C2C=CC=CC=2)(C2C=CC=CC=2)C2C=CC=CC=2)=CC=1. The product is [O:36]1[CH:37]=[CH:38][N:39]=[C:35]1[C:2]1[CH:7]=[CH:6][N:5]=[C:4]2[C:8]([C:11](=[O:29])[C:12]([N:14]3[CH2:19][CH2:18][C:17](=[C:20]([C:23]4[CH:28]=[CH:27][CH:26]=[CH:25][CH:24]=4)[C:21]#[N:22])[CH2:16][CH2:15]3)=[O:13])=[CH:9][NH:10][C:3]=12. The yield is 0.390. (2) The reactants are C(=O)([O-])[O-].[K+].[K+].[OH:7][C:8]1[CH:21]=[CH:20][C:11]2[C:12]([C:16]([NH:18][CH3:19])=[O:17])=[C:13]([CH3:15])[O:14][C:10]=2[CH:9]=1.[Cl:22][C:23]1[N:28]=[C:27](Cl)[CH:26]=[CH:25][N:24]=1.O. The catalyst is CN(C=O)C. The yield is 0.820. The product is [Cl:22][C:23]1[N:28]=[C:27]([O:7][C:8]2[CH:21]=[CH:20][C:11]3[C:12]([C:16]([NH:18][CH3:19])=[O:17])=[C:13]([CH3:15])[O:14][C:10]=3[CH:9]=2)[CH:26]=[CH:25][N:24]=1.